Predict the reaction yield, written as a fraction of the theoretical maximum amount of product (1.0 means a 100% yield; for example, 0.34 means a 34% yield). From a dataset of Reaction yield outcomes from USPTO patents with 853,638 reactions. (1) The reactants are Br[C:2]1[S:3][C:4]([CH3:18])=[CH:5][C:6]=1[C:7]([NH:9][C:10]1[CH:15]=[CH:14][C:13]([CH3:16])=[CH:12][C:11]=1[OH:17])=[O:8].C(=O)([O-])[O-].[K+].[K+].O.Cl. The catalyst is CS(C)=O. The product is [CH3:18][C:4]1[S:3][C:2]2[O:17][C:11]3[CH:12]=[C:13]([CH3:16])[CH:14]=[CH:15][C:10]=3[NH:9][C:7](=[O:8])[C:6]=2[CH:5]=1. The yield is 0.599. (2) The reactants are [CH3:1][C:2]([C:4]1[CH:5]=[CH:6][C:7]([OH:11])=[CH:8][C:9]=1[OH:10])=[O:3].[OH-].[Na+].[Cl:14][O-].[Na+].Cl. The catalyst is O. The product is [Cl:14][C:8]1[C:9]([OH:10])=[C:4]([C:2](=[O:3])[CH3:1])[CH:5]=[CH:6][C:7]=1[OH:11]. The yield is 0.650. (3) The product is [Cl:17][C:14]1[CH:15]=[CH:16][C:11]2[N:12]([C:8]([N:7]3[CH2:2][CH2:3][CH2:4][C:5]3=[O:6])=[CH:9][N:10]=2)[N:13]=1. The reactants are Br[CH2:2][CH2:3][CH2:4][C:5]([NH:7][C:8]1[N:12]2[N:13]=[C:14]([Cl:17])[CH:15]=[CH:16][C:11]2=[N:10][CH:9]=1)=[O:6].[H-].[Na+]. The yield is 0.660. The catalyst is CN(C=O)C.CCOC(C)=O. (4) The reactants are C([C@@H]1COC(=O)N1[C:14](=[O:24])[C@@H:15]([C:17]1[CH:22]=[CH:21][C:20]([Br:23])=[CH:19][CH:18]=1)[CH3:16])C1C=CC=CC=1.OO.[Li+].[OH-].[O-:29]S([O-])=O.[Na+].[Na+]. The catalyst is C1COCC1. The product is [Br:23][C:20]1[CH:19]=[CH:18][C:17]([C@@H:15]([CH3:16])[C:14]([OH:24])=[O:29])=[CH:22][CH:21]=1. The yield is 0.900. (5) The reactants are Cl[C:2]1[N:7]=[C:6]([C:8]2[S:12][C:11]([CH2:13][CH3:14])=[N:10][C:9]=2[C:15]2[CH:16]=[C:17]([NH:21][C:22](=[O:31])[C:23]3[C:28]([F:29])=[CH:27][CH:26]=[CH:25][C:24]=3[F:30])[CH:18]=[CH:19][CH:20]=2)[CH:5]=[CH:4][N:3]=1.[N:32]1([CH2:37][C:38]2[CH:39]=[C:40]([NH2:44])[CH:41]=[CH:42][CH:43]=2)[CH2:36][CH2:35][CH2:34][CH2:33]1. The catalyst is CC(O)C. The product is [CH2:13]([C:11]1[S:12][C:8]([C:6]2[CH:5]=[CH:4][N:3]=[C:2]([NH:44][C:40]3[CH:41]=[CH:42][CH:43]=[C:38]([CH2:37][N:32]4[CH2:33][CH2:34][CH2:35][CH2:36]4)[CH:39]=3)[N:7]=2)=[C:9]([C:15]2[CH:16]=[C:17]([NH:21][C:22](=[O:31])[C:23]3[C:28]([F:29])=[CH:27][CH:26]=[CH:25][C:24]=3[F:30])[CH:18]=[CH:19][CH:20]=2)[N:10]=1)[CH3:14]. The yield is 0.390. (6) The reactants are O[CH2:2][CH:3]([C:13]1[C:18]([OH:19])=[C:17]([CH3:20])[C:16]([CH3:21])=[CH:15][CH:14]=1)[C:4]1[CH:9]=[CH:8][C:7]([CH:10]([CH3:12])[CH3:11])=[CH:6][CH:5]=1. The catalyst is CO. The product is [CH:10]([C:7]1[CH:8]=[CH:9][C:4]([CH:3]2[C:13]3[CH:14]=[CH:15][C:16]([CH3:21])=[C:17]([CH3:20])[C:18]=3[O:19][CH2:2]2)=[CH:5][CH:6]=1)([CH3:12])[CH3:11]. The yield is 0.800. (7) The reactants are [CH:1]1([CH2:6][CH:7]([C:11]2[CH:16]=[CH:15][C:14]([S:17]([CH3:20])(=[O:19])=[O:18])=[CH:13][CH:12]=2)[C:8]([OH:10])=O)[CH2:5][CH2:4][CH2:3][CH2:2]1.F[P-](F)(F)(F)(F)F.N1(O[P+](N(C)C)(N(C)C)N(C)C)C2C=CC=CC=2N=N1.C(N(CC)CC)C.[CH2:55]([O:57][C:58]([C:60]1[S:64][C:63]([NH2:65])=[N:62][CH:61]=1)=[O:59])[CH3:56]. The catalyst is C(Cl)Cl. The product is [CH2:55]([O:57][C:58]([C:60]1[S:64][C:63]([NH:65][C:8](=[O:10])[CH:7]([C:11]2[CH:16]=[CH:15][C:14]([S:17]([CH3:20])(=[O:19])=[O:18])=[CH:13][CH:12]=2)[CH2:6][CH:1]2[CH2:2][CH2:3][CH2:4][CH2:5]2)=[N:62][CH:61]=1)=[O:59])[CH3:56]. The yield is 0.980.